Dataset: Forward reaction prediction with 1.9M reactions from USPTO patents (1976-2016). Task: Predict the product of the given reaction. (1) Given the reactants CCN(C(C)C)C(C)C.CN(C(ON1N=NC2C=CC=NC1=2)=[N+](C)C)C.F[P-](F)(F)(F)(F)F.[Cl:34][C:35]1[CH:40]=[CH:39][CH:38]=[C:37]([CH3:41])[C:36]=1[S:42]([N:45]([CH2:49][CH2:50][O:51][CH2:52][C:53](O)=[O:54])[CH:46]1[CH2:48][CH2:47]1)(=[O:44])=[O:43].[F:56][C:57]1[CH:58]=[C:59]([C:63]2([O:69][CH2:70][CH2:71][N:72]3[CH2:76][CH2:75][CH2:74][CH2:73]3)[CH2:68][CH2:67][NH:66][CH2:65][CH2:64]2)[CH:60]=[CH:61][CH:62]=1, predict the reaction product. The product is: [Cl:34][C:35]1[CH:40]=[CH:39][CH:38]=[C:37]([CH3:41])[C:36]=1[S:42]([N:45]([CH:46]1[CH2:48][CH2:47]1)[CH2:49][CH2:50][O:51][CH2:52][C:53]([N:66]1[CH2:65][CH2:64][C:63]([C:59]2[CH:60]=[CH:61][CH:62]=[C:57]([F:56])[CH:58]=2)([O:69][CH2:70][CH2:71][N:72]2[CH2:76][CH2:75][CH2:74][CH2:73]2)[CH2:68][CH2:67]1)=[O:54])(=[O:44])=[O:43]. (2) Given the reactants [CH3:1][C@@:2]12[C:8]([CH3:10])([CH3:9])[C@@H:5]([CH2:6][CH2:7]1)[C:4](=O)[C:3]2=O.COP([CH2:19][C:20]([C:22]1[CH:27]=[CH:26][C:25]([Cl:28])=[CH:24][C:23]=1[CH3:29])=O)(=O)OC.O.[NH2:31][NH2:32], predict the reaction product. The product is: [Cl:28][C:25]1[CH:26]=[CH:27][C:22]([C:20]2[N:31]=[N:32][C:3]3[C@:2]4([CH3:1])[C:8]([CH3:10])([CH3:9])[C@H:5]([C:4]=3[CH:19]=2)[CH2:6][CH2:7]4)=[C:23]([CH3:29])[CH:24]=1. (3) The product is: [C:17]([N:15]1[CH2:14][C:13]2([CH2:12][CH:11]([NH:10][C:7]3[C:2]([C:33]4[CH:47]=[CH:46][C:36]([O:37][C:38]5[CH:45]=[CH:44][C:41]([C:42]#[N:43])=[CH:40][CH:39]=5)=[CH:35][CH:34]=4)=[C:3]([NH2:9])[N:4]=[CH:5][N:6]=3)[CH2:24]2)[CH2:16]1)(=[O:19])[CH:49]=[CH2:50]. Given the reactants Cl[C:2]1[C:3]([NH2:9])=[N:4][CH:5]=[N:6][C:7]=1Cl.[NH2:10][CH:11]1[CH2:24][C:13]2([CH2:16][N:15]([C:17]([O:19]C(C)(C)C)=O)[CH2:14]2)[CH2:12]1.CC1(C)C(C)(C)OB([C:33]2[CH:47]=[CH:46][C:36]([O:37][C:38]3[CH:45]=[CH:44][C:41]([C:42]#[N:43])=[CH:40][CH:39]=3)=[CH:35][CH:34]=2)O1.[C:49](Cl)(=O)[CH:50]=C, predict the reaction product. (4) Given the reactants C(OC(=O)[NH:7][C@@H:8]1[CH2:13][CH2:12][CH2:11][N:10]([C:14]2[CH:19]=[CH:18][C:17]([NH:20][C:21]3[C:30]4[C:25](=[CH:26][CH:27]=[C:28]([C:31]5[CH:36]=[C:35]([F:37])[C:34]([OH:38])=[C:33]([Cl:39])[CH:32]=5)[N:29]=4)[N:24]=[CH:23][C:22]=3[C:40](=[O:43])[CH2:41][CH3:42])=[CH:16][N:15]=2)[CH2:9]1)(C)(C)C.C(O)(C(F)(F)F)=O, predict the reaction product. The product is: [Cl-:39].[Cl-:39].[Cl-:39].[NH2:7][C@@H:8]1[CH2:13][CH2:12][CH2:11][N:10]([C:14]2[N:15]=[CH:16][C:17]([NH:20][C:21]3[C:30]4[C:25](=[CH:26][CH:27]=[C:28]([C:31]5[CH:36]=[C:35]([F:37])[C:34]([OH:38])=[C:33]([Cl:39])[CH:32]=5)[N:29]=4)[N:24]=[CH:23][C:22]=3[C:40](=[O:43])[CH2:41][CH3:42])=[CH:18][CH:19]=2)[CH2:9]1. (5) Given the reactants [CH3:1][S:2]([C:5]1[CH:6]=[C:7]2[C:12](=[CH:13][CH:14]=1)[NH:11][CH:10]([C:15]1[CH:20]=[CH:19][CH:18]=[C:17]([N+:21]([O-])=O)[CH:16]=1)[C:9]([CH3:25])([CH3:24])[CH2:8]2)(=[O:4])=[O:3], predict the reaction product. The product is: [CH3:1][S:2]([C:5]1[CH:6]=[C:7]2[C:12](=[CH:13][CH:14]=1)[NH:11][CH:10]([C:15]1[CH:16]=[C:17]([NH2:21])[CH:18]=[CH:19][CH:20]=1)[C:9]([CH3:25])([CH3:24])[CH2:8]2)(=[O:4])=[O:3]. (6) Given the reactants [N:1]1[C:10]2[C:5](=[CH:6][CH:7]=[CH:8][CH:9]=2)[CH:4]=[C:3]([CH:11]=O)[CH:2]=1.Br.Br.Br.[CH2:16]([C:18]1[C:19]([C:26]2[CH:34]=[C:33]3[C:29]([C:30]([C:35]4[NH:36][C:37]5[CH2:42][CH2:41][NH:40][CH2:39][C:38]=5[N:43]=4)=[N:31][NH:32]3)=[CH:28][CH:27]=2)=[CH:20][C:21]([F:25])=[C:22]([OH:24])[CH:23]=1)[CH3:17], predict the reaction product. The product is: [CH2:16]([C:18]1[C:19]([C:26]2[CH:34]=[C:33]3[C:29]([C:30]([C:35]4[NH:36][C:37]5[CH2:42][CH2:41][N:40]([CH2:11][C:3]6[CH:2]=[N:1][C:10]7[C:5]([CH:4]=6)=[CH:6][CH:7]=[CH:8][CH:9]=7)[CH2:39][C:38]=5[N:43]=4)=[N:31][NH:32]3)=[CH:28][CH:27]=2)=[CH:20][C:21]([F:25])=[C:22]([OH:24])[CH:23]=1)[CH3:17].